From a dataset of Forward reaction prediction with 1.9M reactions from USPTO patents (1976-2016). Predict the product of the given reaction. (1) Given the reactants [CH3:1][C:2]1[CH:7]=[C:6]([CH3:8])[C:5]([N+:9]([O-:11])=[O:10])=[CH:4][C:3]=1[NH2:12].[N:13]([O-])=O.[Na+], predict the reaction product. The product is: [CH3:8][C:6]1[CH:7]=[C:2]2[C:3](=[CH:4][C:5]=1[N+:9]([O-:11])=[O:10])[NH:12][N:13]=[CH:1]2. (2) Given the reactants [H-].[Na+].[OH:3][C@H:4]1[CH2:9][CH2:8][C@H:7]([NH:10][C:11](=[O:17])[O:12][C:13]([CH3:16])([CH3:15])[CH3:14])[CH2:6][CH2:5]1.[CH2:18](I)[CH2:19][CH2:20][CH3:21].[Cl-].[NH4+], predict the reaction product. The product is: [CH2:18]([O:3][C@H:4]1[CH2:9][CH2:8][C@H:7]([NH:10][C:11](=[O:17])[O:12][C:13]([CH3:14])([CH3:16])[CH3:15])[CH2:6][CH2:5]1)[CH2:19][CH2:20][CH3:21].